From a dataset of Peptide-MHC class II binding affinity with 134,281 pairs from IEDB. Regression. Given a peptide amino acid sequence and an MHC pseudo amino acid sequence, predict their binding affinity value. This is MHC class II binding data. (1) The peptide sequence is LQGPFNFRFLTEKGMKNVFDDVVPEKYTIG. The MHC is DRB5_0101 with pseudo-sequence DRB5_0101. The binding affinity (normalized) is 0.652. (2) The binding affinity (normalized) is 0.561. The peptide sequence is TSKLDAAYKLAYKTAEGATP. The MHC is DRB1_0405 with pseudo-sequence DRB1_0405. (3) The MHC is DRB3_0101 with pseudo-sequence DRB3_0101. The peptide sequence is GELQIVDKIDAAFYI. The binding affinity (normalized) is 0.616. (4) The peptide sequence is LALARAQRMQTARVL. The MHC is HLA-DQA10301-DQB10302 with pseudo-sequence HLA-DQA10301-DQB10302. The binding affinity (normalized) is 0.248. (5) The MHC is DRB1_1101 with pseudo-sequence DRB1_1101. The peptide sequence is ADYLRMWIQAATVMS. The binding affinity (normalized) is 0.143. (6) The peptide sequence is EAAFNKAIKESTGGA. The MHC is DRB1_0301 with pseudo-sequence DRB1_0301. The binding affinity (normalized) is 0.0804. (7) The peptide sequence is AVHLIIYYQLAGYILTVLGLG. The MHC is DRB1_0101 with pseudo-sequence DRB1_0101. The binding affinity (normalized) is 0.290. (8) The peptide sequence is RQLQKIERWFVRNPF. The MHC is DRB1_0801 with pseudo-sequence DRB1_0801. The binding affinity (normalized) is 0.575.